This data is from Catalyst prediction with 721,799 reactions and 888 catalyst types from USPTO. The task is: Predict which catalyst facilitates the given reaction. (1) Reactant: [CH3:1][O:2][C:3](=[O:22])[CH:4]([NH:12][C:13]([C:15]1[CH:16]=[N:17][C:18](Cl)=[CH:19][CH:20]=1)=[O:14])[CH2:5][C:6]1[CH:11]=[CH:10][CH:9]=[CH:8][CH:7]=1.[CH2:23]([O:30][C:31]1[CH:36]=[CH:35][C:34](B(O)O)=[CH:33][CH:32]=1)[C:24]1[CH:29]=[CH:28][CH:27]=[CH:26][CH:25]=1.C(=O)([O-])[O-].[Na+].[Na+]. Product: [CH3:1][O:2][C:3](=[O:22])[CH:4]([NH:12][C:13]([C:15]1[CH:16]=[N:17][C:18]([C:34]2[CH:35]=[CH:36][C:31]([O:30][CH2:23][C:24]3[CH:29]=[CH:28][CH:27]=[CH:26][CH:25]=3)=[CH:32][CH:33]=2)=[CH:19][CH:20]=1)=[O:14])[CH2:5][C:6]1[CH:11]=[CH:10][CH:9]=[CH:8][CH:7]=1. The catalyst class is: 276. (2) Reactant: [CH:1](=[O:5])[CH2:2][CH2:3][CH3:4].[N+:6](/[CH:9]=[CH:10]/[C:11]1[CH:16]=[CH:15][CH:14]=[CH:13][CH:12]=1)([O-:8])=[O:7].CCOCC.[Na+].[Cl-]. Product: [N+:6]([CH2:9][C@@H:10]([C:11]1[CH:16]=[CH:15][CH:14]=[CH:13][CH:12]=1)[C:1](=[O:5])[CH2:2][CH2:3][CH3:4])([O-:8])=[O:7]. The catalyst class is: 22. (3) Reactant: [C:1]([C:4]1[S:8][C:7]([N:9]2[CH2:14][CH2:13][N:12]([C:15]([O:17][C:18]([CH3:21])([CH3:20])[CH3:19])=[O:16])[CH2:11][CH2:10]2)=[N:6][CH:5]=1)([OH:3])=O.F[P-](F)(F)(F)(F)F.N1(OC(N(C)C)=[N+](C)C)C2C=CC=CC=2N=N1.CC1C=CC(C)=CC=1CC(N1CCC(C2SC=C([C:68]([N:70](C)[C@@H:71]([C:74]3[CH:79]=[CH:78][CH:77]=[CH:76][CH:75]=3)[CH2:72]C)=O)N=2)CC1)=O. Product: [CH3:68][N:70]([C@@H:71]([C:74]1[CH:79]=[CH:78][CH:77]=[CH:76][CH:75]=1)[CH3:72])[C:1]([C:4]1[S:8][C:7]([N:9]2[CH2:14][CH2:13][N:12]([C:15]([O:17][C:18]([CH3:21])([CH3:20])[CH3:19])=[O:16])[CH2:11][CH2:10]2)=[N:6][CH:5]=1)=[O:3]. The catalyst class is: 10.